This data is from Catalyst prediction with 721,799 reactions and 888 catalyst types from USPTO. The task is: Predict which catalyst facilitates the given reaction. (1) Reactant: [F:1][C:2]1[CH:7]=[C:6]([C:8]2[CH:13]=[CH:12][C:11]([F:14])=[CH:10][N:9]=2)[CH:5]=[CH:4][C:3]=1[C:15]([OH:21])([CH3:20])[CH2:16][C:17](=[NH:19])[NH2:18].C(=O)(O)[O-].[K+].Br[CH2:28][C:29](=O)[C:30]([CH3:33])([CH3:32])[CH3:31]. Product: [C:30]([C:29]1[N:19]=[C:17]([CH2:16][C:15]([C:3]2[CH:4]=[CH:5][C:6]([C:8]3[CH:13]=[CH:12][C:11]([F:14])=[CH:10][N:9]=3)=[CH:7][C:2]=2[F:1])([OH:21])[CH3:20])[NH:18][CH:28]=1)([CH3:33])([CH3:32])[CH3:31]. The catalyst class is: 30. (2) Reactant: Br[C:2]1[CH:3]=[N:4][N:5]2[CH:10]=[CH:9][C:8]([C:11]([N:13]([C:15]3[CH:20]=[CH:19][C:18]([C:21]#[N:22])=[CH:17][N:16]=3)[CH3:14])=[O:12])=[CH:7][C:6]=12.[Cl:23][C:24]1[C:29]([NH2:30])=[CH:28][C:27](B2OC(C)(C)C(C)(C)O2)=[CH:26][N:25]=1.C([O-])([O-])=O.[Na+].[Na+]. Product: [NH2:30][C:29]1[CH:28]=[C:27]([C:2]2[CH:3]=[N:4][N:5]3[CH:10]=[CH:9][C:8]([C:11]([N:13]([C:15]4[CH:20]=[CH:19][C:18]([C:21]#[N:22])=[CH:17][N:16]=4)[CH3:14])=[O:12])=[CH:7][C:6]=23)[CH:26]=[N:25][C:24]=1[Cl:23]. The catalyst class is: 12.